This data is from NCI-60 drug combinations with 297,098 pairs across 59 cell lines. The task is: Regression. Given two drug SMILES strings and cell line genomic features, predict the synergy score measuring deviation from expected non-interaction effect. (1) Drug 1: CCC1(C2=C(COC1=O)C(=O)N3CC4=CC5=C(C=CC(=C5CN(C)C)O)N=C4C3=C2)O.Cl. Drug 2: CC1C(C(CC(O1)OC2CC(CC3=C2C(=C4C(=C3O)C(=O)C5=CC=CC=C5C4=O)O)(C(=O)C)O)N)O. Cell line: KM12. Synergy scores: CSS=26.8, Synergy_ZIP=-8.34, Synergy_Bliss=-10.8, Synergy_Loewe=-8.69, Synergy_HSA=-7.14. (2) Drug 1: COC1=NC(=NC2=C1N=CN2C3C(C(C(O3)CO)O)O)N. Drug 2: CC12CCC3C(C1CCC2OP(=O)(O)O)CCC4=C3C=CC(=C4)OC(=O)N(CCCl)CCCl.[Na+]. Cell line: T-47D. Synergy scores: CSS=-8.77, Synergy_ZIP=1.15, Synergy_Bliss=-1.26, Synergy_Loewe=-10.7, Synergy_HSA=-10.2. (3) Drug 1: CS(=O)(=O)CCNCC1=CC=C(O1)C2=CC3=C(C=C2)N=CN=C3NC4=CC(=C(C=C4)OCC5=CC(=CC=C5)F)Cl. Synergy scores: CSS=-2.37, Synergy_ZIP=0.715, Synergy_Bliss=-2.35, Synergy_Loewe=-2.27, Synergy_HSA=-3.08. Drug 2: CCN(CC)CCNC(=O)C1=C(NC(=C1C)C=C2C3=C(C=CC(=C3)F)NC2=O)C. Cell line: OVCAR-4. (4) Drug 1: CN(C)C1=NC(=NC(=N1)N(C)C)N(C)C. Drug 2: CC1=CC=C(C=C1)C2=CC(=NN2C3=CC=C(C=C3)S(=O)(=O)N)C(F)(F)F. Cell line: SK-MEL-2. Synergy scores: CSS=0.439, Synergy_ZIP=-0.641, Synergy_Bliss=-0.190, Synergy_Loewe=-9.35, Synergy_HSA=-3.40. (5) Drug 1: CCN(CC)CCNC(=O)C1=C(NC(=C1C)C=C2C3=C(C=CC(=C3)F)NC2=O)C. Drug 2: CN(CC1=CN=C2C(=N1)C(=NC(=N2)N)N)C3=CC=C(C=C3)C(=O)NC(CCC(=O)O)C(=O)O. Cell line: OVCAR-4. Synergy scores: CSS=24.2, Synergy_ZIP=-0.0554, Synergy_Bliss=-0.00429, Synergy_Loewe=-45.6, Synergy_HSA=-0.414. (6) Drug 1: CCC1=CC2CC(C3=C(CN(C2)C1)C4=CC=CC=C4N3)(C5=C(C=C6C(=C5)C78CCN9C7C(C=CC9)(C(C(C8N6C)(C(=O)OC)O)OC(=O)C)CC)OC)C(=O)OC.C(C(C(=O)O)O)(C(=O)O)O. Drug 2: CC(CN1CC(=O)NC(=O)C1)N2CC(=O)NC(=O)C2. Cell line: DU-145. Synergy scores: CSS=59.8, Synergy_ZIP=-5.30, Synergy_Bliss=-2.81, Synergy_Loewe=-38.9, Synergy_HSA=-0.585. (7) Drug 1: C1CCC(C(C1)N)N.C(=O)(C(=O)[O-])[O-].[Pt+4]. Drug 2: N.N.Cl[Pt+2]Cl. Cell line: SK-MEL-2. Synergy scores: CSS=56.0, Synergy_ZIP=10.7, Synergy_Bliss=13.4, Synergy_Loewe=7.28, Synergy_HSA=11.5.